This data is from Full USPTO retrosynthesis dataset with 1.9M reactions from patents (1976-2016). The task is: Predict the reactants needed to synthesize the given product. (1) The reactants are: Cl.[CH:2]1([C:7]2[CH:11]=[C:10]([NH:12][C:13]3[C:14]4[CH2:29][CH2:28][CH2:27][C:15]=4[N:16]=[C:17]([N:19]4[CH2:23][CH2:22][CH2:21][CH:20]4[C:24]([OH:26])=O)[N:18]=3)[NH:9][N:8]=2)[CH2:6][CH2:5][CH2:4][CH2:3]1.[NH:30]1[CH2:35][CH2:34][CH2:33][CH2:32][CH2:31]1.CCN=C=NCCCN(C)C.Cl.C1C=CC2N(O)N=NC=2C=1.CCN(C(C)C)C(C)C. Given the product [CH:2]1([C:7]2[CH:11]=[C:10]([NH:12][C:13]3[C:14]4[CH2:29][CH2:28][CH2:27][C:15]=4[N:16]=[C:17]([N:19]4[CH2:23][CH2:22][CH2:21][C@H:20]4[C:24]([N:30]4[CH2:35][CH2:34][CH2:33][CH2:32][CH2:31]4)=[O:26])[N:18]=3)[NH:9][N:8]=2)[CH2:3][CH2:4][CH2:5][CH2:6]1, predict the reactants needed to synthesize it. (2) Given the product [C:14]([NH:18][C:19]([C:21]1[CH:25]=[C:24]([C:26]2[CH:31]=[CH:30][C:29]([CH2:32][NH:33][S:9]([CH3:8])(=[O:11])=[O:10])=[CH:28][N:27]=2)[N:23]([C:34]2[CH:35]=[N:36][CH:37]=[CH:38][CH:39]=2)[N:22]=1)=[O:20])([CH3:17])([CH3:15])[CH3:16], predict the reactants needed to synthesize it. The reactants are: C(N(CC)CC)C.[CH3:8][S:9](Cl)(=[O:11])=[O:10].Cl.[C:14]([NH:18][C:19]([C:21]1[CH:25]=[C:24]([C:26]2[CH:31]=[CH:30][C:29]([CH2:32][NH2:33])=[CH:28][N:27]=2)[N:23]([C:34]2[CH:35]=[N:36][CH:37]=[CH:38][CH:39]=2)[N:22]=1)=[O:20])([CH3:17])([CH3:16])[CH3:15].O.